Dataset: Catalyst prediction with 721,799 reactions and 888 catalyst types from USPTO. Task: Predict which catalyst facilitates the given reaction. (1) Reactant: [CH:1]1([N:6]2[CH2:12][CH2:11][C:10]3[CH:13]=[CH:14][C:15]([CH:17]4[CH2:22][CH2:21][NH:20][CH2:19][CH2:18]4)=[CH:16][C:9]=3[CH2:8][CH2:7]2)[CH2:5][CH2:4][CH2:3][CH2:2]1.Cl[C:24]1[N:29]=[CH:28][C:27]([C:30]([NH:32][CH3:33])=[O:31])=[CH:26][CH:25]=1.C(=O)([O-])[O-].[K+].[K+]. Product: [CH:1]1([N:6]2[CH2:12][CH2:11][C:10]3[CH:13]=[CH:14][C:15]([CH:17]4[CH2:22][CH2:21][N:20]([C:24]5[N:29]=[CH:28][C:27]([C:30]([NH:32][CH3:33])=[O:31])=[CH:26][CH:25]=5)[CH2:19][CH2:18]4)=[CH:16][C:9]=3[CH2:8][CH2:7]2)[CH2:5][CH2:4][CH2:3][CH2:2]1. The catalyst class is: 60. (2) Reactant: C([O-])([O-])=O.[K+].[K+].[CH2:7](Br)[C:8]1[CH:13]=[CH:12][CH:11]=[CH:10][CH:9]=1.[CH3:15][O:16][C:17](=[O:29])[C:18]1[CH:27]=[C:26]([OH:28])[CH:25]=[C:20]([C:21]([O:23][CH3:24])=[O:22])[CH:19]=1. Product: [CH3:24][O:23][C:21](=[O:22])[C:20]1[CH:25]=[C:26]([O:28][CH2:7][C:8]2[CH:13]=[CH:12][CH:11]=[CH:10][CH:9]=2)[CH:27]=[C:18]([C:17]([O:16][CH3:15])=[O:29])[CH:19]=1. The catalyst class is: 21. (3) Reactant: [Cl:1][C:2]1[CH:7]=[C:6]([C:8](=[O:10])[CH3:9])[CH:5]=[CH:4][N:3]=1.B(Cl)([C@@H]1[C@@H](C)[C@@H]2C(C)(C)[C@@H](C2)C1)[C@@H]1[C@@H](C)[C@@H]2C(C)(C)[C@@H](C2)C1. Product: [Cl:1][C:2]1[CH:7]=[C:6]([C@H:8]([OH:10])[CH3:9])[CH:5]=[CH:4][N:3]=1. The catalyst class is: 7. (4) Reactant: Cl[C:2]1[CH:11]=[C:10]([NH:12][C:13]2[CH:18]=[CH:17][C:16]([C:19]([F:22])([F:21])[F:20])=[CH:15][N:14]=2)[C:9]2[C:4](=[CH:5][C:6]([C:23]3[C:28]([C:29]([F:32])([F:31])[F:30])=[CH:27][CH:26]=[CH:25][N:24]=3)=[CH:7][N:8]=2)[N:3]=1.C([O-])=O.[NH4+]. Product: [F:32][C:29]([F:30])([F:31])[C:28]1[C:23]([C:6]2[CH:5]=[C:4]3[C:9]([C:10]([NH:12][C:13]4[CH:18]=[CH:17][C:16]([C:19]([F:20])([F:21])[F:22])=[CH:15][N:14]=4)=[CH:11][CH:2]=[N:3]3)=[N:8][CH:7]=2)=[N:24][CH:25]=[CH:26][CH:27]=1. The catalyst class is: 43.